Dataset: Forward reaction prediction with 1.9M reactions from USPTO patents (1976-2016). Task: Predict the product of the given reaction. (1) Given the reactants [O:1]1[CH2:5]CCC1.[F:6][C:7]1[C:8]([C:16]([F:19])([F:18])[F:17])=[CH:9][C:10]([C:13]([NH2:15])=O)=[N:11][CH:12]=1.C(N1C=CN=C1)([N:22]1C=CN=C1)=O.N12CCCN=C1CCCCC2.[OH2:43], predict the reaction product. The product is: [F:6][C:7]1[C:8]([C:16]([F:19])([F:18])[F:17])=[CH:9][C:10]([C:13]2[NH:22][O:43][C:5](=[O:1])[N:15]=2)=[N:11][CH:12]=1. (2) Given the reactants B(O)O.Br[C:5]1[N:12]=[CH:11][CH:10]=[CH:9][C:6]=1[CH:7]=[O:8].[O:13]1[CH:17]=[CH:16][CH:15]=[C:14]1B(O)O, predict the reaction product. The product is: [O:13]1[CH:17]=[CH:16][CH:15]=[C:14]1[C:5]1[N:12]=[CH:11][CH:10]=[CH:9][C:6]=1[CH:7]=[O:8]. (3) Given the reactants [CH3:1][O:2][C:3]([C:5]1[S:6][C:7](Br)=[CH:8][C:9]=1[N:10]([C@H:20]1[CH2:25][CH2:24][C@H:23]([OH:26])[CH2:22][CH2:21]1)[C:11]([C@H:13]1[CH2:18][CH2:17][C@H:16]([CH3:19])[CH2:15][CH2:14]1)=[O:12])=[O:4].[O:28]1[C:32]2([CH2:37][CH2:36][C:35](B(O)O)=[CH:34][CH2:33]2)[O:31][CH2:30][CH2:29]1.C([O-])([O-])=O.[Na+].[Na+], predict the reaction product. The product is: [CH3:1][O:2][C:3]([C:5]1[S:6][C:7]([C:35]2[CH2:36][CH2:37][C:32]3([O:31][CH2:30][CH2:29][O:28]3)[CH2:33][CH:34]=2)=[CH:8][C:9]=1[N:10]([C@H:20]1[CH2:25][CH2:24][C@H:23]([OH:26])[CH2:22][CH2:21]1)[C:11]([C@H:13]1[CH2:18][CH2:17][C@H:16]([CH3:19])[CH2:15][CH2:14]1)=[O:12])=[O:4]. (4) The product is: [ClH:1].[CH2:15]([CH:14]([C:8]1[C:5]2[N:6]([CH3:7])[C:2]([O:35][C:24]3[C:25]([CH3:34])=[CH:26][C:27]([O:29][C:30]([F:31])([F:32])[F:33])=[CH:28][C:23]=3[CH2:22][N:20]([CH3:19])[CH3:21])=[N:3][C:4]=2[C:11]([O:12][CH3:13])=[CH:10][CH:9]=1)[CH2:17][CH3:18])[CH3:16]. Given the reactants [Cl:1][C:2]1[N:6]([CH3:7])[C:5]2[C:8]([CH:14]([CH2:17][CH3:18])[CH2:15][CH3:16])=[CH:9][CH:10]=[C:11]([O:12][CH3:13])[C:4]=2[N:3]=1.[CH3:19][N:20]([CH2:22][C:23]1[CH:28]=[C:27]([O:29][C:30]([F:33])([F:32])[F:31])[CH:26]=[C:25]([CH3:34])[C:24]=1[OH:35])[CH3:21].Cl, predict the reaction product.